From a dataset of Full USPTO retrosynthesis dataset with 1.9M reactions from patents (1976-2016). Predict the reactants needed to synthesize the given product. (1) Given the product [F:7][C:8]1[CH:9]=[C:10]([CH2:33][CH2:34][CH2:35][OH:36])[CH:11]=[C:12]([F:32])[C:13]=1[O:14][CH2:15][C:16]1[C:20]([C:21]2[CH:22]=[N:23][C:24]([CH3:27])=[CH:25][CH:26]=2)=[CH:19][S:18][C:17]=1[C:28]([F:31])([F:29])[F:30], predict the reactants needed to synthesize it. The reactants are: [H-].[H-].[H-].[H-].[Li+].[Al+3].[F:7][C:8]1[CH:9]=[C:10]([CH2:33][CH2:34][C:35](OCC)=[O:36])[CH:11]=[C:12]([F:32])[C:13]=1[O:14][CH2:15][C:16]1[C:20]([C:21]2[CH:22]=[N:23][C:24]([CH3:27])=[CH:25][CH:26]=2)=[CH:19][S:18][C:17]=1[C:28]([F:31])([F:30])[F:29]. (2) Given the product [CH:32]12[CH2:23][CH:29]([CH2:30][CH2:31]1)[CH2:28][CH:27]2[C:26]([OH:10])=[O:21], predict the reactants needed to synthesize it. The reactants are: [Cl-].[Li+].C1(C)C=CC(S(O)(=O)=[O:10])=CC=1.C12CC(CC1)C=C2.[OH2:21].C[C:23]1[C:32]2[C:27](=[CH:28][CH:29]=[CH:30][CH:31]=2)[CH:26]=CC=1. (3) The reactants are: [NH2:1][C:2]1[CH:34]=[C:5]2[N:6]=[C:7]([CH3:33])[C:8]([C@H:22]([O:28][C:29]([CH3:32])([CH3:31])[CH3:30])[C:23]([O:25]CC)=[O:24])=[C:9]([C:10]3[C:11]([CH3:21])=[C:12]4[C:17](=[C:18]([F:20])[CH:19]=3)[O:16][CH2:15][CH2:14][CH2:13]4)[N:4]2[N:3]=1.[OH-].[Na+]. Given the product [NH2:1][C:2]1[CH:34]=[C:5]2[N:6]=[C:7]([CH3:33])[C:8]([C@H:22]([O:28][C:29]([CH3:30])([CH3:31])[CH3:32])[C:23]([OH:25])=[O:24])=[C:9]([C:10]3[C:11]([CH3:21])=[C:12]4[C:17](=[C:18]([F:20])[CH:19]=3)[O:16][CH2:15][CH2:14][CH2:13]4)[N:4]2[N:3]=1, predict the reactants needed to synthesize it.